From a dataset of Catalyst prediction with 721,799 reactions and 888 catalyst types from USPTO. Predict which catalyst facilitates the given reaction. (1) Reactant: [O:1]=[C:2]1[CH:6]=[C:5]([C@@H:7]2[CH2:12][CH2:11][N:10](C(OC)=O)[C@@H:9]([CH2:17][C:18]3[CH:23]=[CH:22][CH:21]=[CH:20][C:19]=3[C:24]([F:27])([F:26])[F:25])[CH2:8]2)[O:4][NH:3]1.C(O)(=O)C. Product: [F:27][C:24]([F:25])([F:26])[C:19]1[CH:20]=[CH:21][CH:22]=[CH:23][C:18]=1[CH2:17][C@H:9]1[CH2:8][C@H:7]([C:5]2[O:4][NH:3][C:2](=[O:1])[CH:6]=2)[CH2:12][CH2:11][NH:10]1. The catalyst class is: 201. (2) Reactant: CN(C)C=O.[F:6][C:7]1[CH:8]=[C:9]([C:23]2[CH:28]=[CH:27][CH:26]=[CH:25][C:24]=2[OH:29])[CH:10]=[CH:11][C:12]=1[C:13]([O:15][CH2:16][C:17]1[CH:22]=[CH:21][CH:20]=[CH:19][CH:18]=1)=[O:14].Br[CH2:31][C@H:32]([CH3:52])[CH2:33][O:34][Si:35]([C:48]([CH3:51])([CH3:50])[CH3:49])([C:42]1[CH:47]=[CH:46][CH:45]=[CH:44][CH:43]=1)[C:36]1[CH:41]=[CH:40][CH:39]=[CH:38][CH:37]=1.C(=O)([O-])[O-].[Cs+].[Cs+]. Product: [Si:35]([O:34][CH2:33][C@@H:32]([CH3:52])[CH2:31][O:29][C:24]1[CH:25]=[CH:26][CH:27]=[CH:28][C:23]=1[C:9]1[CH:10]=[CH:11][C:12]([C:13]([O:15][CH2:16][C:17]2[CH:22]=[CH:21][CH:20]=[CH:19][CH:18]=2)=[O:14])=[C:7]([F:6])[CH:8]=1)([C:48]([CH3:49])([CH3:50])[CH3:51])([C:42]1[CH:43]=[CH:44][CH:45]=[CH:46][CH:47]=1)[C:36]1[CH:41]=[CH:40][CH:39]=[CH:38][CH:37]=1. The catalyst class is: 69. (3) Reactant: [CH3:1][O:2][C:3]1[CH:37]=[CH:36][C:6]([CH2:7][N:8]2[CH:16]=[N:15][C:14]3[C:9]2=[N:10][CH:11]=[N:12][C:13]=3[C:17]2[C:18]([O:23][C:24]3[C:33]([CH3:34])=[CH:32][CH:31]=[C:30]4[C:25]=3[CH:26]=[CH:27][N:28]=[C:29]4Cl)=[N:19][CH:20]=[CH:21][CH:22]=2)=[CH:5][CH:4]=1.[Cl:38][C:39]1[CH:45]=[CH:44][C:42]([NH2:43])=[CH:41][CH:40]=1.C1(P(C2CCCCC2)C2C=CC=CC=2C2C=CC=CC=2N(C)C)CCCCC1.C[Si]([N-][Si](C)(C)C)(C)C.[Li+]. Product: [CH3:1][O:2][C:3]1[CH:37]=[CH:36][C:6]([CH2:7][N:8]2[CH:16]=[N:15][C:14]3[C:9]2=[N:10][CH:11]=[N:12][C:13]=3[C:17]2[C:18]([O:23][C:24]3[C:33]([CH3:34])=[CH:32][CH:31]=[C:30]4[C:25]=3[CH:26]=[CH:27][N:28]=[C:29]4[NH:43][C:42]3[CH:44]=[CH:45][C:39]([Cl:38])=[CH:40][CH:41]=3)=[N:19][CH:20]=[CH:21][CH:22]=2)=[CH:5][CH:4]=1. The catalyst class is: 12. (4) Reactant: [CH:1](=O)[C:2]([C:4]1[CH:9]=[CH:8][CH:7]=[CH:6][CH:5]=1)=[CH2:3].[F:11][C:12]1[CH:13]=[C:14]([NH:18][NH2:19])[CH:15]=[CH:16][CH:17]=1. Product: [F:11][C:12]1[CH:13]=[C:14]([N:18]2[CH2:3][CH:2]([C:4]3[CH:9]=[CH:8][CH:7]=[CH:6][CH:5]=3)[CH:1]=[N:19]2)[CH:15]=[CH:16][CH:17]=1. The catalyst class is: 14. (5) Reactant: [C:1]([C:3]1[C:8]([NH2:9])=[CH:7][CH:6]=[C:5]([CH3:10])[N:4]=1)#[CH:2].[F:11][C:12]1[CH:13]=[N:14][CH:15]=[C:16](I)[CH:17]=1. Product: [F:11][C:12]1[CH:17]=[C:16]([C:2]#[C:1][C:3]2[C:8]([NH2:9])=[CH:7][CH:6]=[C:5]([CH3:10])[N:4]=2)[CH:15]=[N:14][CH:13]=1. The catalyst class is: 337. (6) The catalyst class is: 516. Product: [CH2:20]([O:19][C:17]([C:16]1[C:12]2[CH2:11][O:10][C:5]3[CH:6]=[C:7]([O:8][CH3:9])[C:2]([CH:3]=[C:4]([CH3:13])[CH3:5])=[CH:3][C:4]=3[C:13]=2[N:14]([C:22]2[CH:26]=[CH:25][S:24][CH:23]=2)[N:15]=1)=[O:18])[CH3:21]. Reactant: Br[C:2]1[C:7]([O:8][CH3:9])=[CH:6][C:5]2[O:10][CH2:11][C:12]3[C:16]([C:17]([O:19][CH2:20][CH3:21])=[O:18])=[N:15][N:14]([C:22]4[CH:26]=[CH:25][S:24][CH:23]=4)[C:13]=3[C:4]=2[CH:3]=1.[O-]P(OP(OP([O-])([O-])=O)([O-])=O)(=O)[O-].[K+].[K+].[K+].[K+].[K+]. (7) Reactant: [C:1]([Mg]Br)#[CH:2].[O:5]1[CH2:10][CH2:9][CH2:8][CH2:7][CH:6]1[O:11][CH2:12][C:13]1[O:17][N:16]=[C:15]([C:18](=[O:20])[CH3:19])[CH:14]=1. Product: [O:5]1[CH2:10][CH2:9][CH2:8][CH2:7][CH:6]1[O:11][CH2:12][C:13]1[O:17][N:16]=[C:15]([C:18]([OH:20])([C:1]#[CH:2])[CH3:19])[CH:14]=1. The catalyst class is: 1. (8) Reactant: [O:1]=[C:2]1[NH:7][N:6]=[C:5]([C:8]2[CH:9]=[C:10]([CH:13]=[CH:14][CH:15]=2)[C:11]#[N:12])[CH:4]=[CH:3]1.[CH3:16][N:17]1[CH2:22][CH2:21][N:20]([C:23]2[CH:24]=[N:25][C:26]([C:29]3[CH:30]=[C:31]([CH2:35]O)[CH:32]=[CH:33][CH:34]=3)=[N:27][CH:28]=2)[CH2:19][CH2:18]1.C1(P(C2C=CC=CC=2)C2C=CC=CC=2)C=CC=CC=1.N(C(OC(C)(C)C)=O)=NC(OC(C)(C)C)=O. Product: [CH3:16][N:17]1[CH2:18][CH2:19][N:20]([C:23]2[CH:28]=[N:27][C:26]([C:29]3[CH:30]=[C:31]([CH:32]=[CH:33][CH:34]=3)[CH2:35][N:7]3[C:2](=[O:1])[CH:3]=[CH:4][C:5]([C:8]4[CH:9]=[C:10]([CH:13]=[CH:14][CH:15]=4)[C:11]#[N:12])=[N:6]3)=[N:25][CH:24]=2)[CH2:21][CH2:22]1. The catalyst class is: 3. (9) Reactant: C[O:2][C:3](=[O:32])[CH:4]([C:26]1[CH:31]=[CH:30][CH:29]=[CH:28][CH:27]=1)[CH2:5][CH2:6][N:7]1[CH2:25][CH2:24][C:10]2([C:14](=[O:15])[N:13]([CH2:16][C:17]3[CH:22]=[CH:21][C:20]([Br:23])=[CH:19][CH:18]=3)[CH2:12][CH2:11]2)[CH2:9][CH2:8]1.[OH-].[K+].C(O)(=O)C. Product: [Br:23][C:20]1[CH:19]=[CH:18][C:17]([CH2:16][N:13]2[CH2:12][CH2:11][C:10]3([CH2:24][CH2:25][N:7]([CH2:6][CH2:5][CH:4]([C:26]4[CH:27]=[CH:28][CH:29]=[CH:30][CH:31]=4)[C:3]([OH:32])=[O:2])[CH2:8][CH2:9]3)[C:14]2=[O:15])=[CH:22][CH:21]=1. The catalyst class is: 24.